Dataset: Full USPTO retrosynthesis dataset with 1.9M reactions from patents (1976-2016). Task: Predict the reactants needed to synthesize the given product. Given the product [CH3:13][C:10]1([CH3:14])[CH2:11][CH2:12][N:7]([CH2:6][C:5]2[CH:15]=[CH:16][C:2]([B:17]3[O:21][C:20]([CH3:23])([CH3:22])[C:19]([CH3:25])([CH3:24])[O:18]3)=[CH:3][CH:4]=2)[CH2:8][CH2:9]1, predict the reactants needed to synthesize it. The reactants are: Br[C:2]1[CH:16]=[CH:15][C:5]([CH2:6][N:7]2[CH2:12][CH2:11][C:10]([CH3:14])([CH3:13])[CH2:9][CH2:8]2)=[CH:4][CH:3]=1.[B:17]1([B:17]2[O:21][C:20]([CH3:23])([CH3:22])[C:19]([CH3:25])([CH3:24])[O:18]2)[O:21][C:20]([CH3:23])([CH3:22])[C:19]([CH3:25])([CH3:24])[O:18]1.C([O-])(=O)C.[K+].